This data is from Reaction yield outcomes from USPTO patents with 853,638 reactions. The task is: Predict the reaction yield, written as a fraction of the theoretical maximum amount of product (1.0 means a 100% yield; for example, 0.34 means a 34% yield). (1) The catalyst is C(OCC)(=O)C. The product is [CH2:13]([C:17]1[N:18]=[C:19]([CH2:47][CH3:48])[N:20]([C:39]2[CH:40]=[CH:41][C:42]([O:45][CH3:46])=[CH:43][CH:44]=2)[C:21](=[O:38])[C:22]=1[CH2:23][C:24]1[CH:25]=[CH:26][C:27]([C:30]2[CH:35]=[CH:34][CH:33]=[CH:32][C:31]=2[C:36]2[NH:3][C:4](=[O:7])[O:5][N:37]=2)=[CH:28][CH:29]=1)[CH2:14][CH2:15][CH3:16]. The yield is 0.700. The reactants are [Cl-].O[NH3+:3].[C:4](=[O:7])([O-])[OH:5].[Na+].CS(C)=O.[CH2:13]([C:17]1[N:18]=[C:19]([CH2:47][CH3:48])[N:20]([C:39]2[CH:44]=[CH:43][C:42]([O:45][CH3:46])=[CH:41][CH:40]=2)[C:21](=[O:38])[C:22]=1[CH2:23][C:24]1[CH:29]=[CH:28][C:27]([C:30]2[C:31]([C:36]#[N:37])=[CH:32][CH:33]=[CH:34][CH:35]=2)=[CH:26][CH:25]=1)[CH2:14][CH2:15][CH3:16]. (2) The reactants are Cl[C:2]1[N:7]=[C:6]([C:8]2[C:9]([C:17]3[CH:18]=[C:19]([NH:23][C:24](=[O:29])[C:25]([F:28])([F:27])[F:26])[CH:20]=[CH:21][CH:22]=3)=[N:10][N:11]3[CH:16]=[CH:15][CH:14]=[CH:13][C:12]=23)[CH:5]=[CH:4][N:3]=1.[O:30]1[C:34]([C:35]2[CH:36]=[C:37]([CH:39]=[CH:40][CH:41]=2)[NH2:38])=[CH:33][N:32]=[CH:31]1.Cl. The catalyst is O1CCOCC1.CC(O)C. The product is [F:26][C:25]([F:28])([F:27])[C:24]([NH:23][C:19]1[CH:20]=[CH:21][CH:22]=[C:17]([C:9]2[C:8]([C:6]3[CH:5]=[CH:4][N:3]=[C:2]([NH:38][C:37]4[CH:39]=[CH:40][CH:41]=[C:35]([C:34]5[O:30][CH:31]=[N:32][CH:33]=5)[CH:36]=4)[N:7]=3)=[C:12]3[CH:13]=[CH:14][CH:15]=[CH:16][N:11]3[N:10]=2)[CH:18]=1)=[O:29]. The yield is 0.690. (3) The reactants are CC1(C)[O:6][C:5](=[CH:7][C:8]([N:10]([CH:13]([C:15]2[CH:20]=[CH:19][C:18]([F:21])=[CH:17][CH:16]=2)[CH3:14])[O:11][CH3:12])=[O:9])[C:4](=[O:22])O1.C=O.CN.ClC1C=C(C=CC=1Cl)[CH2:32][N:33](C)[C:34](C1CN(C)C(=O)C=1O)=O. The catalyst is CO. The product is [F:21][C:18]1[CH:17]=[CH:16][C:15]([CH:13]([N:10]([O:11][CH3:12])[C:8]([C:7]2[CH2:32][N:33]([CH3:34])[C:4](=[O:22])[C:5]=2[OH:6])=[O:9])[CH3:14])=[CH:20][CH:19]=1. The yield is 0.470.